This data is from Forward reaction prediction with 1.9M reactions from USPTO patents (1976-2016). The task is: Predict the product of the given reaction. (1) Given the reactants [CH3:1][O:2][C:3]1[CH:8]=[C:7]([CH2:9][CH2:10][C:11]([OH:13])=O)[CH:6]=[CH:5][C:4]=1[C:14]1[CH:19]=[CH:18][C:17]([C:20]([O:22][CH3:23])=[O:21])=[CH:16][CH:15]=1.[C:24](Cl)(=[O:28])[C:25](Cl)=O.C[N:31]([CH:33]=O)C.Cl[CH2:36]Cl, predict the reaction product. The product is: [CH3:1][O:2][C:3]1[CH:8]=[C:7]([CH2:9][CH2:10][C:11]([N:31]2[CH2:25][CH2:24][O:28][CH2:36][CH2:33]2)=[O:13])[CH:6]=[CH:5][C:4]=1[C:14]1[CH:15]=[CH:16][C:17]([C:20]([O:22][CH3:23])=[O:21])=[CH:18][CH:19]=1. (2) Given the reactants [CH3:1][N:2]([CH3:23])[C:3]1[C:12](=[O:13])[C:11]2[C:6](=[CH:7][CH:8]=[CH:9][CH:10]=2)[C:5](=[N:14][S:15]([C:18]2[S:19][CH:20]=[CH:21][CH:22]=2)(=[O:17])=[O:16])[CH:4]=1.N1C[CH2:28][O:27][CH2:26]C1, predict the reaction product. The product is: [O:27]1[CH2:28][CH2:23][N:2]([C:3]2[C:12](=[O:13])[C:11]3[C:6](=[CH:7][CH:8]=[CH:9][CH:10]=3)[C:5](=[N:14][S:15]([C:18]3[S:19][CH:20]=[CH:21][CH:22]=3)(=[O:16])=[O:17])[CH:4]=2)[CH2:1][CH2:26]1.[CH3:1][N:2]([CH3:23])[C:3]1[C:12](=[O:13])[C:11]2[C:6](=[CH:7][CH:8]=[CH:9][CH:10]=2)[C:5](=[N:14][S:15]([C:18]2[S:19][CH:20]=[CH:21][CH:22]=2)(=[O:16])=[O:17])[CH:4]=1. (3) Given the reactants [NH2:1][C@H:2]([C:7]([NH:9][C@H:10]([C:15]([O:17][CH2:18][C:19]1[CH:24]=[CH:23][CH:22]=[CH:21][CH:20]=1)=[O:16])[CH2:11][CH:12]([CH3:14])[CH3:13])=[O:8])[CH2:3][CH:4]([CH3:6])[CH3:5].[NH:25]([C:42]([O:44][CH2:45][CH:46]1[C:58]2[C:53](=[CH:54][CH:55]=[CH:56][CH:57]=2)[C:52]2[C:47]1=[CH:48][CH:49]=[CH:50][CH:51]=2)=[O:43])[C@@H:26]([C:39]([OH:41])=[O:40])[CH2:27][CH2:28][CH2:29][CH2:30][NH:31][C:32]([O:34][C:35]([CH3:38])([CH3:37])[CH3:36])=[O:33].CCN=C=NCCCN(C)C.Cl, predict the reaction product. The product is: [CH3:38][C:35]([O:34][C:32]([NH:31][CH2:30][CH2:29][CH2:28][CH2:27][C@@H:26]([NH:25][C:42]([O:44][CH2:45][CH:46]1[C:47]2[C:52](=[CH:51][CH:50]=[CH:49][CH:48]=2)[C:53]2[C:58]1=[CH:57][CH:56]=[CH:55][CH:54]=2)=[O:43])[C:39]([OH:41])=[O:40])=[O:33])([CH3:36])[CH3:37].[NH2:1][C@H:2]([C:7]([NH:9][C@H:10]([C:15]([O:17][CH2:18][C:19]1[CH:24]=[CH:23][CH:22]=[CH:21][CH:20]=1)=[O:16])[CH2:11][CH:12]([CH3:13])[CH3:14])=[O:8])[CH2:3][CH:4]([CH3:5])[CH3:6]. (4) Given the reactants C([O:3][C:4](=[O:36])[CH2:5][C:6]1[C:7]2[CH:14]=[CH:13][C:12]([O:15][CH3:16])=[C:11]([S:17]([N:20]3[CH2:25][CH2:24][N:23]([C:26]4[CH:31]=[CH:30][C:29]([C:32]([F:35])([F:34])[F:33])=[CH:28][N:27]=4)[CH2:22][CH2:21]3)(=[O:19])=[O:18])[C:8]=2[S:9][CH:10]=1)C.[Li+].[OH-].FC(F)(F)C1C=CC(C2CCNCC=2)=CC=1, predict the reaction product. The product is: [CH3:16][O:15][C:12]1[CH:13]=[CH:14][C:7]2[C:6]([CH2:5][C:4]([OH:36])=[O:3])=[CH:10][S:9][C:8]=2[C:11]=1[S:17]([N:20]1[CH2:25][CH2:24][N:23]([C:26]2[CH:31]=[CH:30][C:29]([C:32]([F:35])([F:34])[F:33])=[CH:28][N:27]=2)[CH2:22][CH2:21]1)(=[O:19])=[O:18].